This data is from Catalyst prediction with 721,799 reactions and 888 catalyst types from USPTO. The task is: Predict which catalyst facilitates the given reaction. (1) Reactant: [N:1]([C@@H:4]([C@H:9]([O:17][CH3:18])[C:10]([O:12][C:13]([CH3:16])([CH3:15])[CH3:14])=[O:11])[C:5]([O:7][CH3:8])=[O:6])=[N+]=[N-].O.C1C=CC(P(C2C=CC=CC=2)C2C=CC=CC=2)=CC=1.[N+:39]([C:42]1[CH:79]=[CH:78][C:45]([C:46]([NH:48][C:49]2[CH:77]=[CH:76][C:52]([C:53](O[C:53](=[O:54])[C:52]3[CH:76]=[CH:77][C:49]([NH:48][C:46](=[O:47])[C:45]4[CH:44]=[CH:43][C:42]([N+:39]([O-:41])=[O:40])=[CH:79][CH:78]=4)=[CH:50][CH:51]=3)=[O:54])=[CH:51][CH:50]=2)=[O:47])=[CH:44][CH:43]=1)([O-:41])=[O:40]. Product: [CH3:18][O:17][C@@H:9]([C@@H:4]([NH:1][C:53](=[O:54])[C:52]1[CH:51]=[CH:50][C:49]([NH:48][C:46](=[O:47])[C:45]2[CH:78]=[CH:79][C:42]([N+:39]([O-:41])=[O:40])=[CH:43][CH:44]=2)=[CH:77][CH:76]=1)[C:5]([O:7][CH3:8])=[O:6])[C:10]([O:12][C:13]([CH3:16])([CH3:15])[CH3:14])=[O:11]. The catalyst class is: 118. (2) Reactant: [CH2:1]([OH:6])[CH2:2][CH2:3][CH2:4][OH:5].[H-].[Na+].[Cl:9][C:10]1[CH:15]=[CH:14][C:13]([CH:16]([C:40]2[CH:45]=[CH:44][C:43]([Cl:46])=[CH:42][CH:41]=2)[C:17]2[CH:18]=[C:19]3[C:24](=[CH:25][CH:26]=2)[N:23]=[C:22](Cl)[N:21]=[C:20]3[NH:28][CH2:29][C:30]2[CH:35]=[CH:34][CH:33]=[C:32]([C:36]([F:39])([F:38])[F:37])[CH:31]=2)=[CH:12][CH:11]=1. Product: [Cl:46][C:43]1[CH:44]=[CH:45][C:40]([CH:16]([C:13]2[CH:12]=[CH:11][C:10]([Cl:9])=[CH:15][CH:14]=2)[C:17]2[CH:18]=[C:19]3[C:24](=[CH:25][CH:26]=2)[N:23]=[C:22]([O:5][CH2:4][CH2:3][CH2:2][CH2:1][OH:6])[N:21]=[C:20]3[NH:28][CH2:29][C:30]2[CH:35]=[CH:34][CH:33]=[C:32]([C:36]([F:39])([F:38])[F:37])[CH:31]=2)=[CH:41][CH:42]=1. The catalyst class is: 7. (3) Reactant: [H-].[Na+].[O:3]([C:10]1[CH:15]=[CH:14][C:13]([C:16]2[C:24]3[C:23]([NH2:25])=[N:22][CH:21]=[N:20][C:19]=3[NH:18][CH:17]=2)=[CH:12][CH:11]=1)[C:4]1[CH:9]=[CH:8][CH:7]=[CH:6][CH:5]=1.S(O[CH:31]1[CH2:37][CH:36]2[N:38]([CH3:39])[CH:33]([CH2:34][CH2:35]2)[CH2:32]1)(C)(=O)=O. Product: [NH2:25][C:23]1[C:24]2[C:16]([C:13]3[CH:12]=[CH:11][C:10]([O:3][C:4]4[CH:9]=[CH:8][CH:7]=[CH:6][CH:5]=4)=[CH:15][CH:14]=3)=[CH:17][N:18]([CH:31]3[CH2:32][CH:33]4[N:38]([CH3:39])[CH:36]([CH2:35][CH2:34]4)[CH2:37]3)[C:19]=2[N:20]=[CH:21][N:22]=1. The catalyst class is: 9.